This data is from Reaction yield outcomes from USPTO patents with 853,638 reactions. The task is: Predict the reaction yield, written as a fraction of the theoretical maximum amount of product (1.0 means a 100% yield; for example, 0.34 means a 34% yield). (1) The reactants are [Cl:1][C:2]1[C:7]([C:8](Cl)=[O:9])=[C:6]([Cl:11])[N:5]=[CH:4][N:3]=1.[OH:12][NH:13][C:14](=[NH:18])[CH:15]([CH3:17])[CH3:16].CCN(C(C)C)C(C)C.C(Cl)Cl.CO. The catalyst is C(Cl)Cl.O. The product is [Cl:1][C:2]1[C:7]([C:8]([O:12][N:13]=[C:14]([NH2:18])[CH:15]([CH3:17])[CH3:16])=[O:9])=[C:6]([Cl:11])[N:5]=[CH:4][N:3]=1. The yield is 0.450. (2) The reactants are [O:1]=[C:2]1[C:10]2([CH2:14][O:13][C:12]3[CH:15]=[C:16]4[C:20](=[CH:21][C:11]2=3)[CH2:19][CH2:18][O:17]4)[C:9]2[C:4](=[CH:5][CH:6]=[CH:7][CH:8]=2)[N:3]1[CH2:22][C:23]1[O:27][C:26]([C:28]([O:30]C)=[O:29])=[CH:25][CH:24]=1.[OH-].[Na+].CO. The catalyst is O. The product is [O:1]=[C:2]1[C:10]2([CH2:14][O:13][C:12]3[CH:15]=[C:16]4[C:20](=[CH:21][C:11]2=3)[CH2:19][CH2:18][O:17]4)[C:9]2[C:4](=[CH:5][CH:6]=[CH:7][CH:8]=2)[N:3]1[CH2:22][C:23]1[O:27][C:26]([C:28]([OH:30])=[O:29])=[CH:25][CH:24]=1. The yield is 0.920. (3) The reactants are [NH2:1][C:2]1[CH:10]=[C:9]([O:11][CH3:12])[CH:8]=[C:7]([O:13][CH3:14])[C:3]=1[C:4]([NH2:6])=[O:5].[N:15]1([C:21]2[CH:28]=[CH:27][C:24]([CH:25]=O)=[CH:23][CH:22]=2)[CH2:20][CH2:19][O:18][CH2:17][CH2:16]1.S([O-])(O)=O.[Na+].C1(C)C=CC(S(O)(=O)=O)=CC=1. The catalyst is CN(C)C(=O)C.O. The product is [CH3:14][O:13][C:7]1[CH:8]=[C:9]([O:11][CH3:12])[CH:10]=[C:2]2[C:3]=1[C:4](=[O:5])[NH:6][C:25]([C:24]1[CH:23]=[CH:22][C:21]([N:15]3[CH2:20][CH2:19][O:18][CH2:17][CH2:16]3)=[CH:28][CH:27]=1)=[N:1]2. The yield is 0.390. (4) The yield is 0.730. The catalyst is C1COCC1.[Cu]I. The reactants are [C:1]([N:4]1[CH2:9][CH2:8][N:7]([CH2:10][CH2:11][N:12]([C:20]#[CH:21])[C:13](=[O:19])[O:14][C:15]([CH3:18])([CH3:17])[CH3:16])[CH2:6][CH2:5]1)(=[O:3])[CH3:2].CCCC[N+](CCCC)(CCCC)CCCC.[F-].[N:40]([CH2:43][C:44]1[CH:49]=[CH:48][C:47]([Cl:50])=[C:46]([Cl:51])[CH:45]=1)=[N+:41]=[N-:42].CCN(C(C)C)C(C)C. The product is [C:1]([N:4]1[CH2:5][CH2:6][N:7]([CH2:10][CH2:11][N:12]([C:20]2[N:42]=[N:41][N:40]([CH2:43][C:44]3[CH:49]=[CH:48][C:47]([Cl:50])=[C:46]([Cl:51])[CH:45]=3)[CH:21]=2)[C:13](=[O:19])[O:14][C:15]([CH3:16])([CH3:17])[CH3:18])[CH2:8][CH2:9]1)(=[O:3])[CH3:2]. (5) The reactants are CC(C)([O-])C.[K+].[CH3:7][C:8](=[N:10][OH:11])C.F[C:13]1[CH:20]=[C:19](C#N)C=[CH:17][C:14]=1[C:15]#[N:16].[Cl-].[NH4+:24]. The catalyst is C1COCC1. The product is [NH2:24][C:8]1[C:7]2[CH:17]=[C:14]([C:15]#[N:16])[CH:13]=[CH:20][C:19]=2[O:11][N:10]=1. The yield is 0.860.